From a dataset of Peptide-MHC class I binding affinity with 185,985 pairs from IEDB/IMGT. Regression. Given a peptide amino acid sequence and an MHC pseudo amino acid sequence, predict their binding affinity value. This is MHC class I binding data. The peptide sequence is IRFPKTFNW. The MHC is Mamu-B17 with pseudo-sequence Mamu-B17. The binding affinity (normalized) is 0.874.